Dataset: Experimentally validated miRNA-target interactions with 360,000+ pairs, plus equal number of negative samples. Task: Binary Classification. Given a miRNA mature sequence and a target amino acid sequence, predict their likelihood of interaction. (1) The protein sequence of the target gene is MVLESVVADLLNRFLGDYVENLNKSQLKLGIWGGNVALDNLQIKENALSELDVPFKVKAGQIDKLTLKIPWKNLYGEAVVATLEGLYLLVVPGASIKYDAEKEEKSLQDIKQKELCRIEEALQKAAEKGAHSGEFMYGLENLLYKDVKPGRKRKKHKKHFKKRFKGLDRSKDKPKEAKKDTFLEKLATQVIKNVQVKITDIHIKYEDDITDPERPLSFGVTLREFSLLTTNEHWTPCILNEAEKIIYKLVKLDSLSAYWNVGCCMSYRGSREHILEQLKREILTSTNIPPDHQYIFQPIS.... Result: 0 (no interaction). The miRNA is hsa-miR-6130 with sequence UGAGGGAGUGGAUUGUAUG. (2) The miRNA is hsa-miR-6506-5p with sequence ACUGGGAUGUCACUGAAUAUGGU. The protein sequence of the target gene is MATHGQTCARPMCIPPSYADLGKAARDIFNKGFGFGLVKLDVKTKSCSGVEFSTSGSSNTDTGKVTGTLETKYKWCEYGLTFTEKWNTDNTLGTEIAIEDQICQGLKLTFDTTFSPNTGKKSGKIKSSYKRECINLGCDVDFDFAGPAIHGSAVFGYEGWLAGYQMTFDSAKSKLTRNNFAVGYRTGDFQLHTNVNDGTEFGGSIYQKVCEDLDTSVNLAWTSGTNCTRFGIAAKYQLDPTASISAKVNNSSLIGVGYTQTLRPGVKLTLSALVDGKSINAGGHKVGLALELEA. Result: 1 (interaction). (3) The protein sequence of the target gene is MSSSYDEASLAPEETTDSFWEVGNYKRTVKRIDDGHRLCNDLMNCVQERAKIEKAYGQQLTDWAKRWRQLIEKGPQYGSLERAWGAIMTEADKVSELHQEVKNNLLNEDLEKVKNWQKDAYHKQIMGGFKETKEAEDGFRKAQKPWAKKMKELEAAKKAYHLACKEEKLAMTREMNSKTEQSVTPEQQKKLQDKVDKCKQDVQKTQEKYEKVLEDVGKTTPQYMENMEQVFEQCQQFEEKRLVFLKEVLLDIKRHLNLAENSSYIHVYRELEQAIRGADAQEDLRWFRSTSGPGMPMNWP.... The miRNA is hsa-miR-1226-5p with sequence GUGAGGGCAUGCAGGCCUGGAUGGGG. Result: 0 (no interaction). (4) The miRNA is hsa-miR-195-5p with sequence UAGCAGCACAGAAAUAUUGGC. The protein sequence of the target gene is MPEINTSHLDEKQVQLLAEMCILIDENDNKIGADTKKNCHLNENIDKGLLHRAFSVFLFNTENKLLLQQRSDAKITFPGCFTNSCCSHPLSNPGELEENNAIGVKRAAKRRLKAELGIPLEEVDLNEMDYLTRIYYKAQSDGIWGEHEVDYILFLRKNVTLNPDPNEIKSYCYVSKEEVREILKKAASGEIKLTPWFKIIADTFLFKWWDNLNHLSPFVDHEKIHRL. Result: 0 (no interaction). (5) The miRNA is mmu-miR-3971 with sequence CUCCCCACCCCUGUACCAGUGA. The protein sequence of the target gene is METSAAAASAGGFFPSFLLLAFGTLVAAVLGVAHRLGLFYQLMHKVDKTSIRHGGESVAAVLRAHGVRFVFTLVGGHISPLLVACEKLGIRVVDTRHEVTAVFAADAVARLTGTVGVAAVTAGPGLTNTVTAVKNAQVAQSPVLLLGGAASTLLQKRGALQAIDQMSLFRPLCKFCASVRRVRDIVPTLRTAIAAAQSGTPGPVFVELPLDVLYPYFMVEKEMIPTKLPNSLMGRVVVWYLQNCLANLFVGAWEPRPEGPLPLDIPQASPQQVQRCVEILSRAKRPLLVLGSQALLPPTP.... Result: 1 (interaction). (6) Result: 1 (interaction). The miRNA is hsa-miR-6502-3p with sequence UAGACCAUCUUUCUAGAGUAU. The protein sequence of the target gene is MAAAVLSGPSAGSAAGVPGGTGGLSAVSSGPRLRLLLLESVSGLLQPRTGSAVAPVHPPNRSAPHLPGLMCLLRLHGSVGGAQNLSALGALVSLSNARLSSIKTRFEGLCLLSLLVGESPTELFQQHCVSWLRSIQQVLQTQDPPATMELAVAVLRDLLRYAAQLPALFRDISMNHLPGLLTSLLGLRPECEQSALEGMKACMTYFPRACGSLKGKLASFFLSRVDALSPQLQQLACECYSRLPSLGAGFSQGLKHTESWEQELHSLLASLHTLLGALYEGAETAPVQNEGPGVEMLLSS....